Dataset: Catalyst prediction with 721,799 reactions and 888 catalyst types from USPTO. Task: Predict which catalyst facilitates the given reaction. (1) Reactant: [Cl:1][C:2]1[CH:20]=[C:19]([F:21])[C:18]([N:22]2[C:27](=[O:28])[CH:26]=[C:25]([C:29]([F:32])([F:31])[F:30])[N:24]([CH3:33])[C:23]2=[O:34])=[CH:17][C:3]=1[O:4][C:5]1[CH:16]=[CH:15][CH:14]=[CH:13][C:6]=1[O:7][CH:8]([CH3:12])[C:9]([OH:11])=[O:10].S(Cl)(Cl)=O. Product: [Cl:1][C:2]1[CH:20]=[C:19]([F:21])[C:18]([N:22]2[C:27](=[O:28])[CH:26]=[C:25]([C:29]([F:30])([F:31])[F:32])[N:24]([CH3:33])[C:23]2=[O:34])=[CH:17][C:3]=1[O:4][C:5]1[CH:16]=[CH:15][CH:14]=[CH:13][C:6]=1[O:7][CH:8]([CH3:12])[C:9]([O:11][CH2:17][CH2:3][CH2:2][CH2:20][CH3:19])=[O:10]. The catalyst class is: 7. (2) Reactant: [NH:1]1[C:9]2[CH:8]=[CH:7][CH:6]=[C:5]3[CH2:10][CH2:11][N:12]([C:14]([O:16][C:17]([CH3:20])([CH3:19])[CH3:18])=[O:15])[CH2:13][C@H:3]([C:4]=23)[CH2:2]1.[CH3:21][C:22]([CH3:24])=O.C(O[BH-](OC(=O)C)OC(=O)C)(=O)C.[Na+].C(=O)(O)[O-].[Na+]. Product: [CH:22]([N:1]1[C:9]2[CH:8]=[CH:7][CH:6]=[C:5]3[CH2:10][CH2:11][N:12]([C:14]([O:16][C:17]([CH3:20])([CH3:19])[CH3:18])=[O:15])[CH2:13][C@H:3]([C:4]=23)[CH2:2]1)([CH3:24])[CH3:21]. The catalyst class is: 477. (3) Reactant: Cl[C:2]1[N:7]=[N:6][C:5]([CH3:8])=[C:4]([C:9]2[S:13][C:12]([C:14]([O:16][CH3:17])=[O:15])=[CH:11][CH:10]=2)[CH:3]=1.N#N. Product: [CH3:8][C:5]1[N:6]=[N:7][CH:2]=[CH:3][C:4]=1[C:9]1[S:13][C:12]([C:14]([O:16][CH3:17])=[O:15])=[CH:11][CH:10]=1. The catalyst class is: 19. (4) Reactant: O1CCCC1.[CH3:6][O:7][C:8]1[CH:9]=[C:10]([C:16]2[C:21]([NH:22][C:23](=[O:33])[CH:24]([OH:32])[C:25]3[CH:30]=[CH:29][C:28]([Cl:31])=[CH:27][CH:26]=3)=[CH:20][CH:19]=[CH:18][N:17]=2)[CH:11]=[CH:12][C:13]=1[O:14][CH3:15].C(N(CC)CC)C.[CH3:41][S:42](Cl)(=[O:44])=[O:43]. Product: [CH3:6][O:7][C:8]1[CH:9]=[C:10]([C:16]2[C:21]([NH:22][C:23](=[O:33])[CH:24]([O:32][S:42]([CH3:41])(=[O:44])=[O:43])[C:25]3[CH:26]=[CH:27][C:28]([Cl:31])=[CH:29][CH:30]=3)=[CH:20][CH:19]=[CH:18][N:17]=2)[CH:11]=[CH:12][C:13]=1[O:14][CH3:15]. The catalyst class is: 6. (5) Reactant: [CH2:1]([N:8]1[CH2:13][CH2:12][N:11]([C:14]([O:16][C:17]([CH3:20])([CH3:19])[CH3:18])=[O:15])[C@H:10]([CH2:21][OH:22])[CH2:9]1)[C:2]1[CH:7]=[CH:6][CH:5]=[CH:4][CH:3]=1.N1C=CC=CC=1.C(N(CC)CC)C.C(=O)(O)[O-].[Na+]. The catalyst class is: 764. Product: [CH2:1]([N:8]1[CH2:13][CH2:12][N:11]([C:14]([O:16][C:17]([CH3:18])([CH3:19])[CH3:20])=[O:15])[C@H:10]([CH:21]=[O:22])[CH2:9]1)[C:2]1[CH:7]=[CH:6][CH:5]=[CH:4][CH:3]=1. (6) Reactant: [CH3:1][C:2]1[CH:7]=[CH:6][C:5]([C:8]([F:14])([F:13])[C:9]([F:12])([F:11])[F:10])=[CH:4][C:3]=1[N+:15]([O-:17])=[O:16].N1CCCC1.CO[CH:25](OC)[N:26]([CH3:28])[CH3:27]. Product: [CH3:25][N:26]([CH3:28])/[CH:27]=[CH:1]/[C:2]1[CH:7]=[CH:6][C:5]([C:8]([F:13])([F:14])[C:9]([F:12])([F:11])[F:10])=[CH:4][C:3]=1[N+:15]([O-:17])=[O:16]. The catalyst class is: 11. (7) Reactant: Br[C:2]1[CH:7]=[CH:6][C:5]([CH:8]2[CH2:12][CH2:11][N:10]([C:13]([O:15][C:16]([CH3:19])([CH3:18])[CH3:17])=[O:14])[CH2:9]2)=[CH:4][CH:3]=1.[CH3:20][C:21]1([CH3:35])[CH2:26][O:25][B:24]([B:24]2[O:25][CH2:26][C:21]([CH3:35])([CH3:20])[CH2:22][O:23]2)[O:23][CH2:22]1.CC([O-])=O.[K+]. Product: [CH3:20][C:21]1([CH3:35])[CH2:26][O:25][B:24]([C:2]2[CH:7]=[CH:6][C:5]([CH:8]3[CH2:12][CH2:11][N:10]([C:13]([O:15][C:16]([CH3:19])([CH3:18])[CH3:17])=[O:14])[CH2:9]3)=[CH:4][CH:3]=2)[O:23][CH2:22]1. The catalyst class is: 75. (8) Reactant: [CH3:1][O:2][C:3]1[N:8]=[CH:7][C:6]([C:9]2[CH:18]=[CH:17][C:16]3[N:15]=[CH:14][C:13]4[CH2:19][N:20]([CH3:37])[C:21](=[O:36])[N:22]([CH:23]5[CH2:28][CH2:27][N:26](C(OC(C)(C)C)=O)[CH2:25][CH2:24]5)[C:12]=4[C:11]=3[N:10]=2)=[CH:5][CH:4]=1.[ClH:38]. Product: [ClH:38].[CH3:1][O:2][C:3]1[N:8]=[CH:7][C:6]([C:9]2[CH:18]=[CH:17][C:16]3[N:15]=[CH:14][C:13]4[CH2:19][N:20]([CH3:37])[C:21](=[O:36])[N:22]([CH:23]5[CH2:28][CH2:27][NH:26][CH2:25][CH2:24]5)[C:12]=4[C:11]=3[N:10]=2)=[CH:5][CH:4]=1. The catalyst class is: 4.